Dataset: Forward reaction prediction with 1.9M reactions from USPTO patents (1976-2016). Task: Predict the product of the given reaction. (1) Given the reactants ClC1C(CO)=C(C(=O)COC)C=NC=1.[Cl:15][C:16]1[C:17]([CH2:29][O:30]C2CCCCO2)=[C:18]([CH2:22][NH:23][C:24](=[O:28])[CH:25]([CH3:27])[CH3:26])[CH:19]=[N:20][CH:21]=1, predict the reaction product. The product is: [Cl:15][C:16]1[C:17]([CH2:29][OH:30])=[C:18]([CH2:22][NH:23][C:24](=[O:28])[CH:25]([CH3:26])[CH3:27])[CH:19]=[N:20][CH:21]=1. (2) Given the reactants [Cl:1][C:2]1[CH:7]=[CH:6][C:5]([S:8]([N:11]([C:15]2[C:16]([CH:22]([C:24]3[CH:29]=[C:28]([N+:30]([O-:32])=[O:31])[CH:27]=[CH:26][C:25]=3[Cl:33])[OH:23])=[N:17][CH:18]=[C:19]([CH3:21])[CH:20]=2)[CH2:12][O:13][CH3:14])(=[O:10])=[O:9])=[CH:4][C:3]=1[C:34]([F:37])([F:36])[F:35].CC(OI1(OC(C)=O)(OC(C)=O)OC(=O)C2C=CC=CC1=2)=O.[O-]S([O-])(=S)=O.[Na+].[Na+].C([O-])(O)=O.[Na+], predict the reaction product. The product is: [Cl:1][C:2]1[CH:7]=[CH:6][C:5]([S:8]([N:11]([C:15]2[C:16]([C:22](=[O:23])[C:24]3[CH:29]=[C:28]([N+:30]([O-:32])=[O:31])[CH:27]=[CH:26][C:25]=3[Cl:33])=[N:17][CH:18]=[C:19]([CH3:21])[CH:20]=2)[CH2:12][O:13][CH3:14])(=[O:9])=[O:10])=[CH:4][C:3]=1[C:34]([F:35])([F:37])[F:36]. (3) The product is: [F:1][C:2]([F:44])([F:43])[C:3]1[CH:4]=[C:5]([CH:36]=[C:37]([C:39]([F:42])([F:41])[F:40])[CH:38]=1)[CH2:6][N:7]([CH2:14][C:15]1[C:16]([N:27]([CH2:30][CH:31]2[CH2:35][CH2:34][CH2:33][CH2:32]2)[CH2:28][CH3:29])=[N:17][C:18]2[C:23]([CH:24]=1)=[CH:22][CH:21]=[C:47]([C:48]([OH:46])=[O:49])[CH:19]=2)[C:8]1[N:9]=[N:10][N:11]([CH3:13])[N:12]=1. Given the reactants [F:1][C:2]([F:44])([F:43])[C:3]1[CH:4]=[C:5]([CH:36]=[C:37]([C:39]([F:42])([F:41])[F:40])[CH:38]=1)[CH2:6][N:7]([CH2:14][C:15]1[C:16]([N:27]([CH2:30][CH:31]2[CH2:35][CH2:34][CH2:33][CH2:32]2)[CH2:28][CH3:29])=[N:17][C:18]2[C:23]([CH:24]=1)=[CH:22][CH:21]=C(C#N)[CH:19]=2)[C:8]1[N:9]=[N:10][N:11]([CH3:13])[N:12]=1.[Li+].[OH-:46].[CH3:47][CH2:48][OH:49], predict the reaction product. (4) Given the reactants [Br:1][C:2]1[CH:10]=[CH:9][CH:8]=[C:7]2[C:3]=1[CH2:4][CH2:5][CH:6]2[OH:11].[CH3:12][C:13]([Si:16](Cl)([CH3:18])[CH3:17])([CH3:15])[CH3:14].N1C=CN=C1, predict the reaction product. The product is: [Br:1][C:2]1[CH:10]=[CH:9][CH:8]=[C:7]2[C:3]=1[CH2:4][CH2:5][CH:6]2[O:11][Si:16]([C:13]([CH3:15])([CH3:14])[CH3:12])([CH3:18])[CH3:17]. (5) Given the reactants FC(F)(F)C(O)=O.[CH3:8][CH:9]([O:11][C:12]1[CH:19]=[CH:18][C:17]([C:20]2[O:24][N:23]=[C:22]([C:25]3[CH:26]=[C:27]4[C:32](=[CH:33][CH:34]=3)[CH2:31][NH:30][CH2:29][CH2:28]4)[N:21]=2)=[CH:16][C:13]=1[C:14]#[N:15])[CH3:10].C(=O)([O-])[O-].[K+].[K+].Br[CH2:42][C:43]([O:45][C:46]([CH3:49])([CH3:48])[CH3:47])=[O:44], predict the reaction product. The product is: [C:14]([C:13]1[CH:16]=[C:17]([C:20]2[O:24][N:23]=[C:22]([C:25]3[CH:26]=[C:27]4[C:32](=[CH:33][CH:34]=3)[CH2:31][N:30]([CH2:42][C:43]([O:45][C:46]([CH3:49])([CH3:48])[CH3:47])=[O:44])[CH2:29][CH2:28]4)[N:21]=2)[CH:18]=[CH:19][C:12]=1[O:11][CH:9]([CH3:8])[CH3:10])#[N:15]. (6) Given the reactants [NH2:1][C:2]1[N:6]([CH3:7])[C:5](=[O:8])[C:4]([C:16]2[CH:21]=[CH:20][C:19]([F:22])=[C:18](Br)[CH:17]=2)([C:9]2[CH:14]=[CH:13][C:12]([OH:15])=[CH:11][CH:10]=2)[N:3]=1.Br[C:25]1[CH:26]=[C:27]([F:31])[CH:28]=[N:29][CH:30]=1, predict the reaction product. The product is: [NH2:1][C:2]1[N:6]([CH3:7])[C:5](=[O:8])[C:4]([C:16]2[CH:21]=[CH:20][C:19]([F:22])=[C:18]([C:25]3[CH:30]=[N:29][CH:28]=[C:27]([F:31])[CH:26]=3)[CH:17]=2)([C:9]2[CH:14]=[CH:13][C:12]([OH:15])=[CH:11][CH:10]=2)[N:3]=1.